Dataset: Full USPTO retrosynthesis dataset with 1.9M reactions from patents (1976-2016). Task: Predict the reactants needed to synthesize the given product. (1) Given the product [ClH:54].[ClH:54].[NH2:30][CH2:29][C@@H:17]1[C@@H:16]([C@@:12]2([CH3:15])[CH2:13][CH2:14][C@H:9]([OH:8])[CH2:10][C@@H:11]2[CH2:38][OH:39])[CH2:27][CH2:26][C@@:25]2([CH3:28])[C@H:18]1[CH2:19][C:20]1[C:21]2=[N:22][NH:23][CH:24]=1, predict the reactants needed to synthesize it. The reactants are: [Si]([O:8][C@H:9]1[CH2:14][CH2:13][C@@:12]([C@H:16]2[CH2:27][CH2:26][C@@:25]3([CH3:28])[C@@H:18]([CH2:19][C:20]4[CH:24]=[N:23][NH:22][C:21]=43)[C@@H:17]2[CH2:29][NH:30]C(=O)OC(C)(C)C)([CH3:15])[C@@H:11]([CH2:38][O:39][Si](C(C)(C)C)(C)C)[CH2:10]1)(C(C)(C)C)(C)C.O.O1CCOCC1.[ClH:54]. (2) Given the product [Br:1][C:2]1[C:7]([O:8][CH2:24][CH3:25])=[C:6]([C:9]([O:11][CH3:12])=[O:10])[CH:5]=[C:4]([CH:13]2[CH2:14][CH2:15]2)[C:3]=1[C:16]1[CH:17]=[CH:18][C:19]([F:22])=[CH:20][CH:21]=1, predict the reactants needed to synthesize it. The reactants are: [Br:1][C:2]1[C:7]([OH:8])=[C:6]([C:9]([O:11][CH3:12])=[O:10])[CH:5]=[C:4]([CH:13]2[CH2:15][CH2:14]2)[C:3]=1[C:16]1[CH:21]=[CH:20][C:19]([F:22])=[CH:18][CH:17]=1.I[CH2:24][CH3:25]. (3) Given the product [Cl:41][CH2:42][O:4][C:3](=[O:5])[C:2]([CH3:1])([CH3:22])[CH2:6][O:7][C:8](=[O:21])[C@H:9]([CH:18]([CH3:19])[CH3:20])[NH:10][C:11]([O:13][C:14]([CH3:15])([CH3:17])[CH3:16])=[O:12], predict the reactants needed to synthesize it. The reactants are: [CH3:1][C:2]([CH3:22])([CH2:6][O:7][C:8](=[O:21])[C@H:9]([CH:18]([CH3:20])[CH3:19])[NH:10][C:11]([O:13][C:14]([CH3:17])([CH3:16])[CH3:15])=[O:12])[C:3]([OH:5])=[O:4].[OH-].C([N+](CCCC)(CCCC)CCCC)CCC.[Cl:41][CH2:42]I. (4) Given the product [Br:1][C:2]1[C:10]([Cl:11])=[CH:9][C:5]([C:6]([NH:17][S:14]([CH3:13])(=[O:16])=[O:15])=[O:7])=[C:4]([F:12])[CH:3]=1, predict the reactants needed to synthesize it. The reactants are: [Br:1][C:2]1[C:10]([Cl:11])=[CH:9][C:5]([C:6](O)=[O:7])=[C:4]([F:12])[CH:3]=1.[CH3:13][S:14]([NH2:17])(=[O:16])=[O:15].CCN=C=NCCCN(C)C.Cl. (5) Given the product [CH2:24]1[CH2:25][O:26][P:18]([N:5]([CH2:6][CH2:7][Cl:8])[CH2:4][CH2:3][Cl:2])(=[O:17])[NH:22][CH2:23]1, predict the reactants needed to synthesize it. The reactants are: Cl.[Cl:2][CH2:3][CH2:4][NH:5][CH2:6][CH2:7][Cl:8].CN1CCN(C)CC1.[O:17]=[P:18](Cl)(Cl)Cl.[NH2:22][CH2:23][CH2:24][CH2:25][OH:26]. (6) Given the product [CH2:1]([O:3][C:4]([C:6]1[C:7]([OH:24])=[C:8]2[CH:14]=[C:13]([C:26]#[N:28])[N:12]([CH2:16][C:17]3[CH:22]=[CH:21][CH:20]=[C:19]([F:23])[CH:18]=3)[C:9]2=[CH:10][N:11]=1)=[O:5])[CH3:2], predict the reactants needed to synthesize it. The reactants are: [CH2:1]([O:3][C:4]([C:6]1[C:7]([OH:24])=[C:8]2[CH:14]=[C:13](Br)[N:12]([CH2:16][C:17]3[CH:22]=[CH:21][CH:20]=[C:19]([F:23])[CH:18]=3)[C:9]2=[CH:10][N:11]=1)=[O:5])[CH3:2].C[C:26]([N:28](C)C)=O. (7) Given the product [CH2:1]([N:8]1[CH2:13][CH2:12][N:11]([CH2:14][CH2:15][C:16]2([C:21]([NH2:28])=[O:22])[CH2:17][CH2:18][CH2:19][CH2:20]2)[CH2:10][CH2:9]1)[C:2]1[CH:3]=[CH:4][CH:5]=[CH:6][CH:7]=1, predict the reactants needed to synthesize it. The reactants are: [CH2:1]([N:8]1[CH2:13][CH2:12][N:11]([CH2:14][CH2:15][C:16]2([C:21](O)=[O:22])[CH2:20][CH2:19][CH2:18][CH2:17]2)[CH2:10][CH2:9]1)[C:2]1[CH:7]=[CH:6][CH:5]=[CH:4][CH:3]=1.C(OC1C=CC2C(=CC=CC=2)[N:28]1C(OCC)=O)C.C([O-])(O)=O.[Na+]. (8) Given the product [CH2:4]([N:5]1[C:10](=[O:11])[CH:9]=[CH:8][C:7]([CH2:12][C:39]2[C:38]3[C:33](=[CH:34][CH:35]=[CH:36][CH:37]=3)[N:32]([CH2:40][C:41]([OH:43])=[O:42])[C:31]=2[CH3:30])=[CH:6]1)[C:3]1[CH:26]=[CH:27][CH:28]=[CH:29][CH:2]=1, predict the reactants needed to synthesize it. The reactants are: F[C:2]1[CH:29]=[CH:28][CH:27]=[CH:26][C:3]=1[CH2:4][N:5]1[C:10](=[O:11])[CH:9]=[CH:8][C:7]([C:12]2C3C(=CC=CC=3)N(CC(O)=O)C=2C)=[CH:6]1.[CH3:30][C:31]1[N:32]([CH2:40][C:41]([O:43]C)=[O:42])[C:33]2[C:38]([CH:39]=1)=[CH:37][CH:36]=[CH:35][CH:34]=2.[Li+].[OH-]. (9) Given the product [CH2:19]([O:21][C:22](=[O:29])[C:23]1[CH:4]=[CH:5][C:6]([C:8]2[CH:9]=[CH:10][C:11]([C:14]([F:15])([F:16])[F:17])=[CH:12][CH:13]=2)=[N:28][C:24]=1[CH:25]1[CH2:27][CH2:26]1)[CH3:20], predict the reactants needed to synthesize it. The reactants are: Cl.CN(C)[CH2:4][CH2:5][C:6]([C:8]1[CH:13]=[CH:12][C:11]([C:14]([F:17])([F:16])[F:15])=[CH:10][CH:9]=1)=O.[CH2:19]([O:21][C:22](=[O:29])[CH:23]=[C:24]([NH2:28])[CH:25]1[CH2:27][CH2:26]1)[CH3:20].